From a dataset of Full USPTO retrosynthesis dataset with 1.9M reactions from patents (1976-2016). Predict the reactants needed to synthesize the given product. (1) Given the product [CH2:1]([NH:3][C:4]1[C:9]([CH2:10][OH:11])=[CH:8][N:7]=[C:6]([S:15][CH3:16])[N:5]=1)[CH3:2], predict the reactants needed to synthesize it. The reactants are: [CH2:1]([NH:3][C:4]1[C:9]([C:10](OCC)=[O:11])=[CH:8][N:7]=[C:6]([S:15][CH3:16])[N:5]=1)[CH3:2]. (2) Given the product [N:1]1([CH2:6][C:7]2[CH:8]=[C:9]([CH:38]=[C:39]([Cl:41])[CH:40]=2)/[CH:10]=[CH:11]/[C:12]2[CH:13]=[CH:14][C:15]([N:18]3[CH2:19][CH2:20][N:21]([S:24]([CH2:27][CH3:28])(=[O:25])=[O:26])[CH2:22][CH2:23]3)=[CH:16][CH:17]=2)[CH:5]=[CH:4][N:3]=[CH:2]1, predict the reactants needed to synthesize it. The reactants are: [N:1]1([CH2:6][C:7]2[CH:8]=[C:9]([CH:38]=[C:39]([Cl:41])[CH:40]=2)/[CH:10]=[CH:11]/[C:12]2[CH:17]=[CH:16][C:15]([N:18]3[CH2:23][CH2:22][N:21]([S:24]([C:27]4C=CC=C(OC(F)(F)F)[CH:28]=4)(=[O:26])=[O:25])[CH2:20][CH2:19]3)=[CH:14][CH:13]=2)[CH:5]=[CH:4][N:3]=[CH:2]1.C(S(Cl)(=O)=O)C.FC(F)(F)OC1C=C(S(Cl)(=O)=O)C=CC=1. (3) Given the product [CH3:10][C:8]1[O:9][C:5]2[C:4]([CH3:19])=[C:3]([OH:2])[CH:18]=[CH:17][C:6]=2[C:7]=1[C:11]1[CH:16]=[CH:15][CH:14]=[CH:13][CH:12]=1, predict the reactants needed to synthesize it. The reactants are: C[O:2][C:3]1[CH:18]=[CH:17][C:6]2[C:7]([C:11]3[CH:16]=[CH:15][CH:14]=[CH:13][CH:12]=3)=[C:8]([CH3:10])[O:9][C:5]=2[C:4]=1[CH3:19].B(Cl)(Cl)Cl. (4) Given the product [C:28]([CH:27]([N:7]1[C:15]2[C:10](=[CH:11][CH:12]=[C:13]([C:16]([O:18][CH2:19][CH3:20])=[O:17])[CH:14]=2)[CH:9]=[C:8]1[C:21]([O:23][CH2:24][CH3:25])=[O:22])[CH3:30])#[N:29], predict the reactants needed to synthesize it. The reactants are: C([O-])([O-])=O.[K+].[K+].[NH:7]1[C:15]2[C:10](=[CH:11][CH:12]=[C:13]([C:16]([O:18][CH2:19][CH3:20])=[O:17])[CH:14]=2)[CH:9]=[C:8]1[C:21]([O:23][CH2:24][CH3:25])=[O:22].Br[CH:27]([CH3:30])[C:28]#[N:29]. (5) Given the product [Cl:33][C:22]1[CH:23]=[C:18]([C:17]2[N:12]3[N:11]=[C:10]([C:25]4[CH:30]=[CH:29][N:28]=[CH:27][CH:26]=4)[C:9]([C:5]4[CH:6]=[CH:7][CH:8]=[C:3]([O:2][CH3:1])[CH:4]=4)=[C:13]3[N:14]=[CH:15][CH:16]=2)[CH:19]=[CH:20][N:21]=1, predict the reactants needed to synthesize it. The reactants are: [CH3:1][O:2][C:3]1[CH:4]=[C:5]([C:9]2[C:10]([C:25]3[CH:30]=[CH:29][N:28]=[CH:27][CH:26]=3)=[N:11][N:12]3[C:17]([C:18]4[CH:23]=[CH:22][N+:21]([O-])=[CH:20][CH:19]=4)=[CH:16][CH:15]=[N:14][C:13]=23)[CH:6]=[CH:7][CH:8]=1.O=P(Cl)(Cl)[Cl:33]. (6) Given the product [CH2:1]([O:3][C:4](=[O:39])[C:5]([CH3:38])([CH3:37])[CH2:6][C:7]1[N:8]([CH2:22][C:23]2[CH:24]=[CH:25][C:26]([C:29]3[CH:30]=[N:31][C:32]([O:35][CH3:36])=[CH:33][CH:34]=3)=[CH:27][CH:28]=2)[C:9]2[C:14]([C:15]=1[S:16][C:17]([CH3:19])([CH3:20])[CH3:18])=[CH:13][C:12]([O:21][CH2:41][C:42]1[CH:51]=[CH:50][C:49]3[C:44](=[CH:45][CH:46]=[C:47]([F:52])[CH:48]=3)[N:43]=1)=[CH:11][CH:10]=2)[CH3:2], predict the reactants needed to synthesize it. The reactants are: [CH2:1]([O:3][C:4](=[O:39])[C:5]([CH3:38])([CH3:37])[CH2:6][C:7]1[N:8]([CH2:22][C:23]2[CH:28]=[CH:27][C:26]([C:29]3[CH:30]=[N:31][C:32]([O:35][CH3:36])=[CH:33][CH:34]=3)=[CH:25][CH:24]=2)[C:9]2[C:14]([C:15]=1[S:16][C:17]([CH3:20])([CH3:19])[CH3:18])=[CH:13][C:12]([OH:21])=[CH:11][CH:10]=2)[CH3:2].Br[CH2:41][C:42]1[CH:51]=[CH:50][C:49]2[C:44](=[CH:45][CH:46]=[C:47]([F:52])[CH:48]=2)[N:43]=1.C([O-])([O-])=O.[Cs+].[Cs+].